Dataset: Catalyst prediction with 721,799 reactions and 888 catalyst types from USPTO. Task: Predict which catalyst facilitates the given reaction. Product: [F:14][C:8]1[CH:9]=[C:10]([F:13])[CH:11]=[CH:12][C:7]=1[O:6][C:5]1[C:4]([OH:3])=[N:36][C:34]([S:33][CH3:32])=[N:35][CH:37]=1. Reactant: C([O:3][C:4](=O)[CH2:5][O:6][C:7]1[CH:12]=[CH:11][C:10]([F:13])=[CH:9][C:8]=1[F:14])C.C(OCC)=O.[H-].[Na+].[O-]CC.[Na+].S(O)(O)(=O)=O.[CH3:32][S:33][C:34](=[NH:36])[NH2:35].[CH3:37]SC(=N)N. The catalyst class is: 242.